This data is from Full USPTO retrosynthesis dataset with 1.9M reactions from patents (1976-2016). The task is: Predict the reactants needed to synthesize the given product. (1) Given the product [C:10]1([C:2]2[CH:7]=[CH:6][C:5]([Cl:8])=[C:4]([Cl:9])[CH:3]=2)[CH:15]=[CH:14][CH:13]=[CH:12][CH:11]=1, predict the reactants needed to synthesize it. The reactants are: Br[C:2]1[CH:7]=[CH:6][C:5]([Cl:8])=[C:4]([Cl:9])[CH:3]=1.[C:10]1(B(O)O)[CH:15]=[CH:14][CH:13]=[CH:12][CH:11]=1.C1(P(C2C=CC=CC=2)C2C=CC=CC=2)C=CC=CC=1.C(=O)([O-])[O-].[K+].[K+]. (2) Given the product [CH3:1][C:2]1[C:3]([N:9]2[CH2:14][CH2:13][N:12]([C:15]([C:17]3[CH:18]=[N:19][C:20]([NH:32][CH2:31][C:30]4[CH:33]=[CH:34][C:27]([O:26][CH3:25])=[CH:28][CH:29]=4)=[CH:21][C:22]=3[CH3:23])=[O:16])[CH2:11][CH2:10]2)=[N:4][CH:5]=[C:6]([CH3:8])[CH:7]=1, predict the reactants needed to synthesize it. The reactants are: [CH3:1][C:2]1[C:3]([N:9]2[CH2:14][CH2:13][N:12]([C:15]([C:17]3[CH:18]=[N:19][C:20](F)=[CH:21][C:22]=3[CH3:23])=[O:16])[CH2:11][CH2:10]2)=[N:4][CH:5]=[C:6]([CH3:8])[CH:7]=1.[CH3:25][O:26][C:27]1[CH:34]=[CH:33][C:30]([CH2:31][NH2:32])=[CH:29][CH:28]=1.